From a dataset of Reaction yield outcomes from USPTO patents with 853,638 reactions. Predict the reaction yield, written as a fraction of the theoretical maximum amount of product (1.0 means a 100% yield; for example, 0.34 means a 34% yield). (1) The reactants are [N:1]12[CH2:8][CH2:7][CH:4]([CH2:5][CH2:6]1)[CH:3]([NH:9][C:10](=[O:21])[C:11]1[CH:16]=[CH:15][C:14]([I:17])=[C:13]([N+:18]([O-])=O)[CH:12]=1)[CH2:2]2.O.O.[Sn](Cl)Cl. The catalyst is CN(C=O)C. The product is [NH2:18][C:13]1[CH:12]=[C:11]([CH:16]=[CH:15][C:14]=1[I:17])[C:10]([NH:9][CH:3]1[CH:4]2[CH2:7][CH2:8][N:1]([CH2:6][CH2:5]2)[CH2:2]1)=[O:21]. The yield is 0.980. (2) The reactants are [O:1]=[C:2]1[NH:6][C:5](=[O:7])[C:4](=[CH:8][C:9]2[C:18]3[C:13](=[CH:14][CH:15]=[CH:16][CH:17]=3)[C:12]([O:19][CH2:20][CH2:21][CH2:22][C:23](O)=[O:24])=[CH:11][CH:10]=2)[S:3]1.ON1C2C=CC=CC=2N=N1.Cl.C(N=C=NCCCN(C)C)C.[C:48]([O:52][C:53](=[O:59])[NH:54][CH2:55][CH2:56][CH2:57][NH2:58])([CH3:51])([CH3:50])[CH3:49]. The catalyst is CN(C=O)C. The product is [C:48]([O:52][C:53](=[O:59])[NH:54][CH2:55][CH2:56][CH2:57][NH:58][C:23](=[O:24])[CH2:22][CH2:21][CH2:20][O:19][C:12]1[C:13]2[C:18](=[CH:17][CH:16]=[CH:15][CH:14]=2)[C:9]([CH:8]=[C:4]2[S:3][C:2](=[O:1])[NH:6][C:5]2=[O:7])=[CH:10][CH:11]=1)([CH3:51])([CH3:49])[CH3:50]. The yield is 0.590. (3) The reactants are C(OC(=O)[N:7]([CH2:11][C:12]1[CH:13]=[N:14][CH:15]=[C:16]([C:19]2[CH:20]=[C:21]3[C:25](=[CH:26][CH:27]=2)[N:24]([CH2:28][C:29]2[CH:34]=[CH:33][C:32]([O:35][CH3:36])=[CH:31][CH:30]=2)[N:23]=[C:22]3[C:37]#[N:38])[C:17]=1[CH3:18])[CH:8]([CH3:10])[CH3:9])(C)(C)C.C([Li])CCC.CO[CH:47](OC)[CH2:48][NH2:49].COC(OC)C[NH-].[Li+]. The catalyst is C1COCC1.Cl.O1CCOCC1.O. The product is [NH:49]1[CH:48]=[CH:47][N:38]=[C:37]1[C:22]1[C:21]2[C:25](=[CH:26][CH:27]=[C:19]([C:16]3[C:17]([CH3:18])=[C:12]([CH2:11][NH:7][CH:8]([CH3:9])[CH3:10])[CH:13]=[N:14][CH:15]=3)[CH:20]=2)[N:24]([CH2:28][C:29]2[CH:30]=[CH:31][C:32]([O:35][CH3:36])=[CH:33][CH:34]=2)[N:23]=1. The yield is 0.570. (4) The reactants are [F:1][C:2]1[CH:3]=[C:4]([CH:19]=[CH:20][CH:21]=1)[CH2:5][S:6][C:7]1[O:11][C:10]([C:12]2[CH:17]=[CH:16][N:15]=[C:14]([NH2:18])[CH:13]=2)=[N:9][N:8]=1.C(N(CC)CC)C.[C:29]1([CH2:35][CH2:36][C:37](Cl)=[O:38])[CH:34]=[CH:33][CH:32]=[CH:31][CH:30]=1. The catalyst is O1CCCC1.C(OCC)(=O)C. The product is [F:1][C:2]1[CH:3]=[C:4]([CH:19]=[CH:20][CH:21]=1)[CH2:5][S:6][C:7]1[O:11][C:10]([C:12]2[CH:17]=[CH:16][N:15]=[C:14]([NH:18][C:37](=[O:38])[CH2:36][CH2:35][C:29]3[CH:34]=[CH:33][CH:32]=[CH:31][CH:30]=3)[CH:13]=2)=[N:9][N:8]=1. The yield is 0.400. (5) The yield is 0.190. The catalyst is CN(C=O)C. The reactants are C1(C2C=CC=CC=2)C=CC=CC=1.Cl[C:14]1[C:15](=[O:38])[C:16](=[O:37])[C:17]=1[NH:18][C:19]1[CH:24]=[CH:23][C:22]([Cl:25])=[C:21]([S:26]([N:29]2[CH2:34][CH2:33][N:32]([CH3:35])[CH2:31][CH2:30]2)(=[O:28])=[O:27])[C:20]=1[OH:36].[Cl:39][C:40]1[CH:46]=[C:45]([F:47])[CH:44]=[CH:43][C:41]=1[NH2:42].C(N(CC)CC)C.C(Cl)Cl. The product is [Cl:39][C:40]1[CH:46]=[C:45]([F:47])[CH:44]=[CH:43][C:41]=1[NH:42][C:14]1[C:15](=[O:38])[C:16](=[O:37])[C:17]=1[NH:18][C:19]1[CH:24]=[CH:23][C:22]([Cl:25])=[C:21]([S:26]([N:29]2[CH2:34][CH2:33][N:32]([CH3:35])[CH2:31][CH2:30]2)(=[O:27])=[O:28])[C:20]=1[OH:36].